This data is from Catalyst prediction with 721,799 reactions and 888 catalyst types from USPTO. The task is: Predict which catalyst facilitates the given reaction. Reactant: C(N(C(C)C)CC)(C)C.[CH3:10][O:11][C:12]1[CH:13]=[C:14](/[CH:24]=[CH:25]/[C:26]([NH:28][NH2:29])=[O:27])[CH:15]=[CH:16][C:17]=1[N:18]1[CH:22]=[C:21]([CH3:23])[N:20]=[CH:19]1.[C:30]([CH2:38][CH2:39][CH2:40][C:41](O)=[O:42])(=[O:37])[C:31]1[CH:36]=[CH:35][CH:34]=[CH:33][CH:32]=1.C1N(P(Cl)(N2C(=O)OCC2)=O)C(=O)OC1.C(=O)(O)[O-].[Na+]. Product: [CH3:10][O:11][C:12]1[CH:13]=[C:14](/[CH:24]=[CH:25]/[C:26]([NH:28][NH:29][C:41](=[O:42])[CH2:40][CH2:39][CH2:38][C:30](=[O:37])[C:31]2[CH:36]=[CH:35][CH:34]=[CH:33][CH:32]=2)=[O:27])[CH:15]=[CH:16][C:17]=1[N:18]1[CH:22]=[C:21]([CH3:23])[N:20]=[CH:19]1. The catalyst class is: 2.